From a dataset of Forward reaction prediction with 1.9M reactions from USPTO patents (1976-2016). Predict the product of the given reaction. (1) The product is: [Br:9][CH:2]1[C:3](=[O:7])[CH2:4][CH2:5][CH2:6][C:1]1=[O:8]. Given the reactants [C:1]1(=[O:8])[CH2:6][CH2:5][CH2:4][C:3](=[O:7])[CH2:2]1.[Br:9]Br, predict the reaction product. (2) Given the reactants Cl[CH2:2][C:3]1[C:8]([C:9]([F:12])([F:11])[F:10])=[CH:7][CH:6]=[CH:5][C:4]=1[O:13][CH3:14], predict the reaction product. The product is: [CH3:14][O:13][C:4]1[CH:5]=[CH:6][CH:7]=[C:8]([C:9]([F:10])([F:11])[F:12])[C:3]=1[CH3:2]. (3) Given the reactants Br[C:2]1[CH:7]=[CH:6][N:5]=[C:4]2[N:8]([CH2:11][O:12][CH2:13][CH2:14][Si:15]([CH3:18])([CH3:17])[CH3:16])[CH:9]=[CH:10][C:3]=12.[CH:19]1[C:28]2[C:23](=[CH:24][CH:25]=[CH:26][CH:27]=2)[CH:22]=[CH:21][C:20]=1[CH2:29][N:30]1[CH:34]=[C:33](B2OC(C)(C)C(C)(C)O2)[CH:32]=[N:31]1.C1(C)C=CC=CC=1.C(O)C.C(=O)([O-])[O-].[K+].[K+], predict the reaction product. The product is: [CH:19]1[C:28]2[C:23](=[CH:24][CH:25]=[CH:26][CH:27]=2)[CH:22]=[CH:21][C:20]=1[CH2:29][N:30]1[CH:34]=[C:33]([C:2]2[CH:7]=[CH:6][N:5]=[C:4]3[N:8]([CH2:11][O:12][CH2:13][CH2:14][Si:15]([CH3:18])([CH3:17])[CH3:16])[CH:9]=[CH:10][C:3]=23)[CH:32]=[N:31]1. (4) Given the reactants [C:1]([O:5][C:6]([NH:8][CH:9]([C:17](O)=[O:18])[CH2:10][C:11]1[CH:16]=[CH:15][CH:14]=[CH:13][CH:12]=1)=[O:7])([CH3:4])([CH3:3])[CH3:2].C(N(CC)CC)C.ClC(OCC)=O.[BH4-].[Na+].Cl, predict the reaction product. The product is: [C:1]([O:5][C:6](=[O:7])[NH:8][CH:9]([CH2:17][OH:18])[CH2:10][C:11]1[CH:16]=[CH:15][CH:14]=[CH:13][CH:12]=1)([CH3:2])([CH3:4])[CH3:3]. (5) Given the reactants [C:1]([C:4]1[CH:13]=[C:12]([S:14][CH3:15])[C:11]2[C:6](=[CH:7][C:8]([Cl:16])=[CH:9][CH:10]=2)[N:5]=1)([OH:3])=O.[CH2:17]([O:19][C:20]([N:22]1[CH2:27][CH2:26][N:25]([C:28]([CH:30]([NH2:40])[CH2:31][CH2:32][C:33]([O:35][C:36]([CH3:39])([CH3:38])[CH3:37])=[O:34])=[O:29])[CH2:24][CH2:23]1)=[O:21])[CH3:18].CCN=C=NCCCN(C)C.Cl.C1C=CC2N(O)N=NC=2C=1, predict the reaction product. The product is: [CH2:17]([O:19][C:20]([N:22]1[CH2:23][CH2:24][N:25]([C:28]([CH:30]([NH:40][C:1]([C:4]2[CH:13]=[C:12]([S:14][CH3:15])[C:11]3[C:6](=[CH:7][C:8]([Cl:16])=[CH:9][CH:10]=3)[N:5]=2)=[O:3])[CH2:31][CH2:32][C:33]([O:35][C:36]([CH3:39])([CH3:38])[CH3:37])=[O:34])=[O:29])[CH2:26][CH2:27]1)=[O:21])[CH3:18]. (6) Given the reactants [CH2:1]([O:8][C:9]([N:11]1[C:20]([CH3:24])([C:21](O)=[O:22])[CH2:19][C:18]2[C:13](=[CH:14][CH:15]=[CH:16][CH:17]=2)[CH2:12]1)=[O:10])[C:2]1[CH:7]=[CH:6][CH:5]=[CH:4][CH:3]=1.CCN=C=NCCCN(C)C.Cl.C1C=NC2N(O)N=NC=2C=1.C(N(CC)CC)C.[NH2:54][C:55]1[C:63]([NH2:64])=[CH:62][CH:61]=[CH:60][C:56]=1[C:57]([NH2:59])=[O:58], predict the reaction product. The product is: [NH2:54][C:55]1[C:56]([C:57](=[O:58])[NH2:59])=[CH:60][CH:61]=[CH:62][C:63]=1[NH:64][C:21]([C:20]1([CH3:24])[CH2:19][C:18]2[C:13](=[CH:14][CH:15]=[CH:16][CH:17]=2)[CH2:12][N:11]1[C:9]([O:8][CH2:1][C:2]1[CH:3]=[CH:4][CH:5]=[CH:6][CH:7]=1)=[O:10])=[O:22]. (7) Given the reactants CS(O[CH2:6][C@@H:7]([NH:9][C:10]([O:12][C:13]([CH3:16])([CH3:15])[CH3:14])=[O:11])[CH3:8])(=O)=O.[F:17][C:18]1[CH:19]=[C:20]([C:25]2[CH:29]=[CH:28][NH:27][N:26]=2)[CH:21]=[CH:22][C:23]=1[F:24], predict the reaction product. The product is: [F:17][C:18]1[CH:19]=[C:20]([C:25]2[CH:29]=[CH:28][N:27]([CH2:6][C@@H:7]([NH:9][C:10](=[O:11])[O:12][C:13]([CH3:16])([CH3:15])[CH3:14])[CH3:8])[N:26]=2)[CH:21]=[CH:22][C:23]=1[F:24]. (8) Given the reactants [C:1]([N:8]1[C@@H:15]([C:16]2[CH:21]=[CH:20][CH:19]=[CH:18][CH:17]=2)[CH2:14][CH2:13][C@H:9]1[C:10]([OH:12])=O)([O:3][C:4]([CH3:7])([CH3:6])[CH3:5])=[O:2].C1C=C[C:25]2[N:30]([OH:31])N=NC=2C=1.[CH2:32](Cl)CCl.CCN(C(C)C)C(C)C, predict the reaction product. The product is: [C:4]([O:3][C:1]([N:8]1[C@H:15]([C:16]2[CH:21]=[CH:20][CH:19]=[CH:18][CH:17]=2)[CH2:14][CH2:13][C@@H:9]1[C:10]([N:30]([O:31][CH3:32])[CH3:25])=[O:12])=[O:2])([CH3:5])([CH3:6])[CH3:7].